This data is from TCR-epitope binding with 47,182 pairs between 192 epitopes and 23,139 TCRs. The task is: Binary Classification. Given a T-cell receptor sequence (or CDR3 region) and an epitope sequence, predict whether binding occurs between them. The epitope is AIMTRCLAV. The TCR CDR3 sequence is CASSPAGGLLSYEQYF. Result: 0 (the TCR does not bind to the epitope).